Dataset: Forward reaction prediction with 1.9M reactions from USPTO patents (1976-2016). Task: Predict the product of the given reaction. (1) Given the reactants [Na].[CH3:2][CH:3]([S-:5])[CH3:4].Br[C:7]1[N:8]=[CH:9][C:10]([NH2:13])=[N:11][CH:12]=1.O, predict the reaction product. The product is: [CH:3]([S:5][C:7]1[N:8]=[CH:9][C:10]([NH2:13])=[N:11][CH:12]=1)([CH3:4])[CH3:2]. (2) Given the reactants Cl.[NH2:2][CH2:3][C:4]([NH:6][CH:7]([C:14]1[CH:19]=[CH:18][C:17]([Cl:20])=[CH:16][CH:15]=1)[C:8]1[CH:13]=[CH:12][CH:11]=[CH:10][CH:9]=1)=[O:5].[CH3:21][C:22]1[CH:23]=[CH:24][C:25]([C:28](O)=[O:29])=[CH:26][CH:27]=1, predict the reaction product. The product is: [Cl:20][C:17]1[CH:18]=[CH:19][C:14]([CH:7]([NH:6][C:4]([CH2:3][NH:2][C:28](=[O:29])[C:25]2[CH:26]=[CH:27][C:22]([CH3:21])=[CH:23][CH:24]=2)=[O:5])[C:8]2[CH:13]=[CH:12][CH:11]=[CH:10][CH:9]=2)=[CH:15][CH:16]=1. (3) Given the reactants N[C:2]1[N:6]([C:7]2[CH:12]=[CH:11][C:10]([OH:13])=[CH:9][C:8]=2[F:14])[N:5]=[C:4]([CH3:15])[C:3]=1[C:16]#[N:17].[I:18]CI.N(OCCC(C)C)=O, predict the reaction product. The product is: [F:14][C:8]1[CH:9]=[C:10]([OH:13])[CH:11]=[CH:12][C:7]=1[N:6]1[C:2]([I:18])=[C:3]([C:16]#[N:17])[C:4]([CH3:15])=[N:5]1. (4) Given the reactants [Cl-].O[NH3+:3].[C:4](=[O:7])([O-])[OH:5].[Na+].CS(C)=O.[C:13]([C:16]1[CH:56]=[CH:55][C:19]([O:20][C@H:21]2[CH2:26][CH2:25][C@H:24]([N:27]3[C:32](=[O:33])[C:31]([CH2:34][C:35]4[CH:40]=[CH:39][C:38]([C:41]5[C:42]([C:47]#[N:48])=[CH:43][CH:44]=[CH:45][CH:46]=5)=[CH:37][CH:36]=4)=[C:30]([CH2:49][CH2:50][CH3:51])[N:29]4[N:52]=[CH:53][N:54]=[C:28]34)[CH2:23][CH2:22]2)=[CH:18][CH:17]=1)(=[O:15])[CH3:14], predict the reaction product. The product is: [C:13]([C:16]1[CH:17]=[CH:18][C:19]([O:20][C@H:21]2[CH2:26][CH2:25][C@H:24]([N:27]3[C:32](=[O:33])[C:31]([CH2:34][C:35]4[CH:40]=[CH:39][C:38]([C:41]5[CH:46]=[CH:45][CH:44]=[CH:43][C:42]=5[C:47]5[NH:3][C:4](=[O:7])[O:5][N:48]=5)=[CH:37][CH:36]=4)=[C:30]([CH2:49][CH2:50][CH3:51])[N:29]4[N:52]=[CH:53][N:54]=[C:28]34)[CH2:23][CH2:22]2)=[CH:55][CH:56]=1)(=[O:15])[CH3:14].